This data is from Forward reaction prediction with 1.9M reactions from USPTO patents (1976-2016). The task is: Predict the product of the given reaction. (1) Given the reactants C([O:9][C@@H:10]1[C@@H:36]([O:37]C(=O)C2C=CC=CC=2)[C@H:35]([O:46]C(=O)C2C=CC=CC=2)[C@@H:34]([C@H:55]([CH3:65])[O:56]C(=O)C2C=CC=CC=2)[O:33][C@H:11]1[O:12][C:13]1[CH:18]=[C:17]([CH2:19][O:20]C(=O)C)[CH:16]=[CH:15][C:14]=1[CH2:24][C:25]1[CH:30]=[CH:29][C:28]([O:31][CH3:32])=[CH:27][CH:26]=1)(=O)C1C=CC=CC=1.C[O-].[Na+].O1CCCC1.C(O)(=O)C, predict the reaction product. The product is: [O:12]([C:13]1[CH:18]=[C:17]([CH2:19][OH:20])[CH:16]=[CH:15][C:14]=1[CH2:24][C:25]1[CH:26]=[CH:27][C:28]([O:31][CH3:32])=[CH:29][CH:30]=1)[C@@H:11]1[O:33][C@H:34]([C@H:55]([CH3:65])[OH:56])[C@@H:35]([OH:46])[C@H:36]([OH:37])[C@H:10]1[OH:9]. (2) Given the reactants C([O:3][C:4]([C:6]1[CH:7]=[N:8][C:9]2[C:14]([C:15]=1[NH:16][CH2:17][C:18]1[CH:23]=[CH:22][C:21]([O:24][CH3:25])=[C:20]([Cl:26])[CH:19]=1)=[CH:13][C:12]([C:27]#[N:28])=[CH:11][CH:10]=2)=[O:5])C.C1COCC1.[OH-].[Na+].Cl, predict the reaction product. The product is: [Cl:26][C:20]1[CH:19]=[C:18]([CH2:17][NH:16][C:15]2[C:14]3[C:9](=[CH:10][CH:11]=[C:12]([C:27]#[N:28])[CH:13]=3)[N:8]=[CH:7][C:6]=2[C:4]([OH:5])=[O:3])[CH:23]=[CH:22][C:21]=1[O:24][CH3:25]. (3) Given the reactants [Cl:1][C:2]1[N:7]=[C:6](F)[C:5]([C:9]([OH:11])=[O:10])=[CH:4][CH:3]=1.[CH3:12][C:13]1([CH3:19])[CH2:17][C@H:16]([CH3:18])[CH2:15][NH:14]1.C(=O)([O-])[O-].[K+].[K+], predict the reaction product. The product is: [Cl:1][C:2]1[N:7]=[C:6]([N:14]2[CH2:15][C@@H:16]([CH3:18])[CH2:17][C:13]2([CH3:19])[CH3:12])[C:5]([C:9]([OH:11])=[O:10])=[CH:4][CH:3]=1. (4) Given the reactants C([N:3](CC)CC)C.[C:8]([O:12][C:13](=[O:48])[NH:14][CH:15]1[CH2:20][CH2:19][CH:18]([NH:21][C:22](=[O:47])[C:23]2[CH:28]=[C:27]([O:29][C:30]3[CH:35]=[CH:34][C:33]([C:36]#[N:37])=[CH:32][CH:31]=3)[CH:26]=[C:25]([O:38][C:39]3[CH:44]=[CH:43][C:42]([C:45]#[N:46])=[CH:41][CH:40]=3)[CH:24]=2)[CH2:17][CH2:16]1)([CH3:11])([CH3:10])[CH3:9].Cl.[CH3:50][O:51][NH2:52].SC[C:55]([OH:57])=O, predict the reaction product. The product is: [C:8]([O:12][C:13](=[O:48])[NH:14][CH:15]1[CH2:20][CH2:19][CH:18]([NH:21][C:22](=[O:47])[C:23]2[CH:24]=[C:25]([O:38][C:39]3[CH:44]=[CH:43][C:42]([C:45](=[NH:46])[NH:52][O:51][CH3:50])=[CH:41][CH:40]=3)[CH:26]=[C:27]([O:29][C:30]3[CH:35]=[CH:34][C:33]([C:36](=[NH:3])[NH:37][O:57][CH3:55])=[CH:32][CH:31]=3)[CH:28]=2)[CH2:17][CH2:16]1)([CH3:11])([CH3:9])[CH3:10]. (5) Given the reactants C(O)(C(F)(F)F)=O.[N:8]([CH2:11][C@H:12]1[O:16][C:15](=[O:17])[N:14]([C:18]2[CH:23]=[CH:22][C:21]([C:24]([O:26]C(C)(C)C)=[O:25])=[C:20]([F:31])[CH:19]=2)[CH2:13]1)=[N+:9]=[N-:10], predict the reaction product. The product is: [N:8]([CH2:11][C@H:12]1[O:16][C:15](=[O:17])[N:14]([C:18]2[CH:23]=[CH:22][C:21]([C:24]([OH:26])=[O:25])=[C:20]([F:31])[CH:19]=2)[CH2:13]1)=[N+:9]=[N-:10]. (6) Given the reactants [OH:1][C:2]1[C:11]([CH3:12])=[CH:10][C:5]([C:6]([O:8][CH3:9])=[O:7])=[CH:4][C:3]=1[CH2:13][CH:14]=[CH2:15].[C:16](OC(=O)C)(=[O:18])[CH3:17], predict the reaction product. The product is: [C:16]([O:1][C:2]1[C:11]([CH3:12])=[CH:10][C:5]([C:6]([O:8][CH3:9])=[O:7])=[CH:4][C:3]=1[CH2:13][CH:14]=[CH2:15])(=[O:18])[CH3:17].